From a dataset of Forward reaction prediction with 1.9M reactions from USPTO patents (1976-2016). Predict the product of the given reaction. (1) Given the reactants Br[C:2]1[C:10]2[O:9][CH2:8][CH2:7][C:6]=2[CH:5]=[C:4]([CH:11]=[O:12])[CH:3]=1.[C:13]([Cu])#[N:14], predict the reaction product. The product is: [CH:11]([C:4]1[CH:3]=[C:2]([C:13]#[N:14])[C:10]2[O:9][CH2:8][CH2:7][C:6]=2[CH:5]=1)=[O:12]. (2) Given the reactants [CH3:1][C:2]1(C)[C@]2(CS(O)(=O)=O)C(C[CH:3]1CC2)=O.[F:16][C:17]1[CH:22]=[C:21]([CH2:23][OH:24])[C:20]([OH:25])=[C:19]([CH2:26][OH:27])[CH:18]=1.COC(OC)(C)C.C([O-])(O)=O.[Na+], predict the reaction product. The product is: [F:16][C:17]1[CH:18]=[C:19]([CH2:26][OH:27])[C:20]2[O:25][C:2]([CH3:3])([CH3:1])[O:24][CH2:23][C:21]=2[CH:22]=1. (3) Given the reactants [Cl:1][C:2]1[CH:10]=[CH:9][CH:8]=[C:7]2[C:3]=1[C:4]([C:15]([OH:17])=O)=[CH:5][N:6]2[CH:11]1[CH2:14][O:13][CH2:12]1.[F:18][C:19]([F:25])([F:24])[CH2:20][CH2:21][CH2:22][NH2:23], predict the reaction product. The product is: [F:18][C:19]([F:25])([F:24])[CH2:20][CH2:21][CH2:22][NH:23][C:15]([C:4]1[C:3]2[C:7](=[CH:8][CH:9]=[CH:10][C:2]=2[Cl:1])[N:6]([CH:11]2[CH2:12][O:13][CH2:14]2)[CH:5]=1)=[O:17]. (4) The product is: [CH3:4][CH2:3][CH2:2][CH:1]([CH3:7])[CH3:6].[C:101]([O:102][CH2:103][CH3:104])(=[O:107])[CH3:15]. Given the reactants [C:1]1([C:7](C2C=CC=CC=2)=N)[CH:6]=C[CH:4]=[CH:3][CH:2]=1.[CH:15]1C=CC(P(C2C(C3C(P(C4C=CC=CC=4)C4C=CC=CC=4)=CC=C4C=3C=CC=C4)=C3C(C=CC=C3)=CC=2)C2C=CC=CC=2)=CC=1.C(=O)([O-])[O-].[Cs+].[Cs+].C1(N(C2C=CC=CC=2)C(C2C3C(=CC=CC=3)N(C3C=C(OC)C(OS(C(F)(F)F)(=O)=O)=CC=3C(N3[C@H](CN[C:101](=[O:107])[O:102][C:103](C)(C)[CH3:104])CC4C(=CC=CC=4)C3)=O)N=2)=O)C=CC=CC=1, predict the reaction product. (5) Given the reactants [CH3:1][N:2]1[C:9](=[O:10])[CH2:8][CH2:7][C@H:3]1[C:4]([OH:6])=O.Cl.CN(C)CCCN=C=NCC.ON1C2C=CC=CC=2N=N1.C(N1CCOCC1)C.[C:41]1([CH2:51][NH2:52])[C:50]2[C:45](=[CH:46][CH:47]=[CH:48][CH:49]=2)[CH:44]=[CH:43][CH:42]=1, predict the reaction product. The product is: [CH3:1][N:2]1[C:9](=[O:10])[CH2:8][CH2:7][C@H:3]1[C:4]([NH:52][CH2:51][C:41]1[C:50]2[C:45](=[CH:46][CH:47]=[CH:48][CH:49]=2)[CH:44]=[CH:43][CH:42]=1)=[O:6]. (6) Given the reactants [C:1]([O:4][CH2:5][C@@H:6]1[C@@H:11]([O:12][C:13](=[O:15])[CH3:14])[C@H:10]([O:16][C:17](=[O:19])[CH3:18])[C@H:9]([O:20][C:21](=[O:23])[CH3:22])[C@@H:8]([C:24]2[CH:29]=[CH:28][CH:27]=[C:26]([O:30][C:31]3[CH:32]=[N:33][C:34]([N+:37]([O-])=O)=[CH:35][CH:36]=3)[CH:25]=2)[O:7]1)(=[O:3])[CH3:2], predict the reaction product. The product is: [C:1]([O:4][CH2:5][C@@H:6]1[C@@H:11]([O:12][C:13](=[O:15])[CH3:14])[C@H:10]([O:16][C:17](=[O:19])[CH3:18])[C@H:9]([O:20][C:21](=[O:23])[CH3:22])[C@@H:8]([C:24]2[CH:29]=[CH:28][CH:27]=[C:26]([O:30][C:31]3[CH:32]=[N:33][C:34]([NH2:37])=[CH:35][CH:36]=3)[CH:25]=2)[O:7]1)(=[O:3])[CH3:2].